From a dataset of Catalyst prediction with 721,799 reactions and 888 catalyst types from USPTO. Predict which catalyst facilitates the given reaction. (1) Reactant: [Br:1][C:2]1[CH:7]=[CH:6][C:5]([Cl:8])=[CH:4][C:3]=1[O:9][CH3:10].[CH2:11]([C:13]1[CH:21]=[CH:20][C:16]([C:17](Cl)=[O:18])=[CH:15][CH:14]=1)[CH3:12].[Cl-].[Cl-].[Cl-].[Al+3]. Product: [Br:1][C:2]1[C:3]([O:9][CH3:10])=[CH:4][C:5]([Cl:8])=[C:6]([C:17]([C:16]2[CH:20]=[CH:21][C:13]([CH2:11][CH3:12])=[CH:14][CH:15]=2)=[O:18])[CH:7]=1. The catalyst class is: 4. (2) Reactant: [NH2:1][CH2:2][CH2:3][CH2:4][CH2:5][N:6]1[C:18]2[C:17]3[CH:16]=[CH:15][CH:14]=[CH:13][C:12]=3[N:11]=[C:10]([NH2:19])[C:9]=2[N:8]=[C:7]1[CH2:20][CH2:21][CH2:22][CH3:23].[C:24](Cl)(=[O:31])[C:25]1[CH:30]=[CH:29][CH:28]=[CH:27][CH:26]=1. Product: [NH2:19][C:10]1[C:9]2[N:8]=[C:7]([CH2:20][CH2:21][CH2:22][CH3:23])[N:6]([CH2:5][CH2:4][CH2:3][CH2:2][NH:1][C:24](=[O:31])[C:25]3[CH:30]=[CH:29][CH:28]=[CH:27][CH:26]=3)[C:18]=2[C:17]2[CH:16]=[CH:15][CH:14]=[CH:13][C:12]=2[N:11]=1. The catalyst class is: 17. (3) Product: [CH2:1]([O:8][C:9]1[CH:10]=[CH:11][C:12]([C:15]2[C:19]([C:20]3[CH:21]=[CH:22][N:23]=[CH:24][CH:25]=3)=[CH:18][N:17]([CH2:34][C:33]([F:37])([F:36])[F:32])[N:16]=2)=[CH:13][CH:14]=1)[C:2]1[CH:3]=[CH:4][CH:5]=[CH:6][CH:7]=1. The catalyst class is: 9. Reactant: [CH2:1]([O:8][C:9]1[CH:14]=[CH:13][C:12]([C:15]2[C:19]([C:20]3[CH:25]=[CH:24][N:23]=[CH:22][CH:21]=3)=[CH:18][NH:17][N:16]=2)=[CH:11][CH:10]=1)[C:2]1[CH:7]=[CH:6][CH:5]=[CH:4][CH:3]=1.C(=O)([O-])[O-].[Cs+].[Cs+].[F:32][C:33]([F:37])([F:36])[CH2:34]I.O. (4) Reactant: Br[C:2]1[CH:7]=[CH:6][C:5]([S:8]([NH:11][CH2:12][CH2:13][CH3:14])(=[O:10])=[O:9])=[CH:4][CH:3]=1.[C:15]([C:17]1[N:21]([CH3:22])[C:20](B(O)O)=[CH:19][CH:18]=1)#[N:16].[F-].[K+].C(P(C(C)(C)C)C(C)(C)C)(C)(C)C. Product: [C:15]([C:17]1[N:21]([CH3:22])[C:20]([C:2]2[CH:7]=[CH:6][C:5]([S:8]([NH:11][CH2:12][CH2:13][CH3:14])(=[O:10])=[O:9])=[CH:4][CH:3]=2)=[CH:19][CH:18]=1)#[N:16]. The catalyst class is: 110.